From a dataset of Forward reaction prediction with 1.9M reactions from USPTO patents (1976-2016). Predict the product of the given reaction. (1) Given the reactants C(=O)([O-])[O-].[K+].[K+].[CH3:7][N:8]([CH3:48])[C:9](=[O:47])[CH2:10][O:11][C:12]1[CH:20]=[C:19]2[C:15]([CH2:16][CH2:17][N:18]2[C:21]2[C:22]3[CH2:38][S:37](=[N:40]C(=O)C(F)(F)F)(=[O:39])[CH2:36][C:23]=3[N:24]=[C:25]([C:27]3[CH:32]=[CH:31][C:30]([O:33][CH3:34])=[C:29]([F:35])[CH:28]=3)[N:26]=2)=[CH:14][CH:13]=1.C(#N)C.CO, predict the reaction product. The product is: [F:35][C:29]1[CH:28]=[C:27]([C:25]2[N:26]=[C:21]([N:18]3[C:19]4[C:15](=[CH:14][CH:13]=[C:12]([O:11][CH2:10][C:9]([N:8]([CH3:7])[CH3:48])=[O:47])[CH:20]=4)[CH2:16][CH2:17]3)[C:22]3[CH2:38][S:37](=[NH:40])(=[O:39])[CH2:36][C:23]=3[N:24]=2)[CH:32]=[CH:31][C:30]=1[O:33][CH3:34]. (2) Given the reactants [OH:1][CH2:2][C@@H:3]1[NH:7][C:6](=[O:8])[CH2:5][CH2:4]1.[CH:9]([O:11][CH2:12][CH3:13])=[CH2:10].FC(F)(F)C(O)=O, predict the reaction product. The product is: [CH2:9]([O:11][CH:12]([O:1][CH2:2][C@@H:3]1[NH:7][C:6](=[O:8])[CH2:5][CH2:4]1)[CH3:13])[CH3:10]. (3) Given the reactants F[C:2]1[CH:9]=[CH:8][C:7]([N+]([O-])=O)=[CH:6][C:3]=1[CH2:4][OH:5].[P:13]([Br:16])([Br:15])[Br:14].C(=O)([O-])O.[Na+], predict the reaction product. The product is: [CH2:4]([OH:5])[C:3]1[CH:6]=[CH:7][CH:8]=[CH:9][CH:2]=1.[P:13]([Br:16])([Br:15])[Br:14]. (4) Given the reactants [F:1][C:2]1[CH:3]=[C:4]2[C:9](=[CH:10][C:11]=1F)[N:8]([CH2:13][C:14]1[CH:19]=[CH:18][C:17]([C:20]([F:23])([F:22])[F:21])=[CH:16][CH:15]=1)[CH:7]=[C:6]([C:24]#[N:25])[C:5]2=[O:26].[NH:27]1[CH2:33][CH2:32][CH2:31][NH:30][CH2:29][CH2:28]1, predict the reaction product. The product is: [N:27]1([C:11]2[CH:10]=[C:9]3[C:4]([C:5](=[O:26])[C:6]([C:24]#[N:25])=[CH:7][N:8]3[CH2:13][C:14]3[CH:19]=[CH:18][C:17]([C:20]([F:21])([F:23])[F:22])=[CH:16][CH:15]=3)=[CH:3][C:2]=2[F:1])[CH2:33][CH2:32][CH2:31][NH:30][CH2:29][CH2:28]1. (5) Given the reactants [C:1]([O:5][C:6]([N:8]1[CH2:13][CH2:12][O:11][CH:10]([C:14]2[CH:19]=[CH:18][C:17]([N+:20]([O-:22])=[O:21])=[CH:16][C:15]=2Br)[CH2:9]1)=[O:7])([CH3:4])([CH3:3])[CH3:2].[CH3:24][N:25](C=O)C, predict the reaction product. The product is: [C:1]([O:5][C:6]([N:8]1[CH2:13][CH2:12][O:11][CH:10]([C:14]2[CH:19]=[CH:18][C:17]([N+:20]([O-:22])=[O:21])=[CH:16][C:15]=2[C:24]#[N:25])[CH2:9]1)=[O:7])([CH3:4])([CH3:3])[CH3:2].